This data is from NCI-60 drug combinations with 297,098 pairs across 59 cell lines. The task is: Regression. Given two drug SMILES strings and cell line genomic features, predict the synergy score measuring deviation from expected non-interaction effect. (1) Drug 1: CC1=C2C(C(=O)C3(C(CC4C(C3C(C(C2(C)C)(CC1OC(=O)C(C(C5=CC=CC=C5)NC(=O)OC(C)(C)C)O)O)OC(=O)C6=CC=CC=C6)(CO4)OC(=O)C)OC)C)OC. Drug 2: C1=NC2=C(N1)C(=S)N=CN2. Cell line: HCT-15. Synergy scores: CSS=43.2, Synergy_ZIP=-11.6, Synergy_Bliss=-17.8, Synergy_Loewe=-35.9, Synergy_HSA=-14.5. (2) Drug 1: C1=CC(=CC=C1CCC2=CNC3=C2C(=O)NC(=N3)N)C(=O)NC(CCC(=O)O)C(=O)O. Drug 2: CC(CN1CC(=O)NC(=O)C1)N2CC(=O)NC(=O)C2. Cell line: MDA-MB-435. Synergy scores: CSS=9.10, Synergy_ZIP=-2.02, Synergy_Bliss=-2.29, Synergy_Loewe=-40.7, Synergy_HSA=-1.67. (3) Cell line: SW-620. Synergy scores: CSS=0.276, Synergy_ZIP=-1.08, Synergy_Bliss=-1.71, Synergy_Loewe=-5.48, Synergy_HSA=-3.80. Drug 2: C1=NC2=C(N=C(N=C2N1C3C(C(C(O3)CO)O)O)F)N. Drug 1: CNC(=O)C1=CC=CC=C1SC2=CC3=C(C=C2)C(=NN3)C=CC4=CC=CC=N4. (4) Drug 1: C1=CC=C(C(=C1)C(C2=CC=C(C=C2)Cl)C(Cl)Cl)Cl. Drug 2: C#CCC(CC1=CN=C2C(=N1)C(=NC(=N2)N)N)C3=CC=C(C=C3)C(=O)NC(CCC(=O)O)C(=O)O. Cell line: SN12C. Synergy scores: CSS=-0.529, Synergy_ZIP=-2.03, Synergy_Bliss=-5.92, Synergy_Loewe=-2.34, Synergy_HSA=-4.74. (5) Synergy scores: CSS=46.9, Synergy_ZIP=-0.451, Synergy_Bliss=-1.12, Synergy_Loewe=3.17, Synergy_HSA=5.19. Drug 2: CC1C(C(CC(O1)OC2CC(CC3=C2C(=C4C(=C3O)C(=O)C5=C(C4=O)C(=CC=C5)OC)O)(C(=O)CO)O)N)O.Cl. Drug 1: CC1OCC2C(O1)C(C(C(O2)OC3C4COC(=O)C4C(C5=CC6=C(C=C35)OCO6)C7=CC(=C(C(=C7)OC)O)OC)O)O. Cell line: IGROV1. (6) Synergy scores: CSS=57.5, Synergy_ZIP=-0.185, Synergy_Bliss=-0.235, Synergy_Loewe=4.00, Synergy_HSA=6.71. Drug 1: CC1CCC2CC(C(=CC=CC=CC(CC(C(=O)C(C(C(=CC(C(=O)CC(OC(=O)C3CCCCN3C(=O)C(=O)C1(O2)O)C(C)CC4CCC(C(C4)OC)O)C)C)O)OC)C)C)C)OC. Drug 2: C1C(C(OC1N2C=NC(=NC2=O)N)CO)O. Cell line: MOLT-4. (7) Drug 1: CNC(=O)C1=NC=CC(=C1)OC2=CC=C(C=C2)NC(=O)NC3=CC(=C(C=C3)Cl)C(F)(F)F. Drug 2: CCCCC(=O)OCC(=O)C1(CC(C2=C(C1)C(=C3C(=C2O)C(=O)C4=C(C3=O)C=CC=C4OC)O)OC5CC(C(C(O5)C)O)NC(=O)C(F)(F)F)O. Cell line: NCI-H226. Synergy scores: CSS=54.6, Synergy_ZIP=-1.95, Synergy_Bliss=-5.13, Synergy_Loewe=-29.3, Synergy_HSA=-6.59. (8) Drug 1: CC1C(C(CC(O1)OC2CC(OC(C2O)C)OC3=CC4=CC5=C(C(=O)C(C(C5)C(C(=O)C(C(C)O)O)OC)OC6CC(C(C(O6)C)O)OC7CC(C(C(O7)C)O)OC8CC(C(C(O8)C)O)(C)O)C(=C4C(=C3C)O)O)O)O. Drug 2: CC1C(C(CC(O1)OC2CC(CC3=C2C(=C4C(=C3O)C(=O)C5=CC=CC=C5C4=O)O)(C(=O)C)O)N)O. Cell line: OVCAR3. Synergy scores: CSS=54.7, Synergy_ZIP=6.98, Synergy_Bliss=11.4, Synergy_Loewe=9.17, Synergy_HSA=10.3. (9) Drug 2: COC1=C2C(=CC3=C1OC=C3)C=CC(=O)O2. Cell line: SR. Synergy scores: CSS=1.33, Synergy_ZIP=0.189, Synergy_Bliss=2.31, Synergy_Loewe=0.107, Synergy_HSA=-0.0561. Drug 1: C1=CC=C(C(=C1)C(C2=CC=C(C=C2)Cl)C(Cl)Cl)Cl. (10) Drug 1: C1CCN(CC1)CCOC2=CC=C(C=C2)C(=O)C3=C(SC4=C3C=CC(=C4)O)C5=CC=C(C=C5)O. Drug 2: CC(C1=C(C=CC(=C1Cl)F)Cl)OC2=C(N=CC(=C2)C3=CN(N=C3)C4CCNCC4)N. Cell line: ACHN. Synergy scores: CSS=0.393, Synergy_ZIP=-1.10, Synergy_Bliss=-4.61, Synergy_Loewe=-11.5, Synergy_HSA=-7.59.